From a dataset of Full USPTO retrosynthesis dataset with 1.9M reactions from patents (1976-2016). Predict the reactants needed to synthesize the given product. (1) Given the product [C:15]([C:14]1[C:10]([C:6]2[CH:7]=[CH:8][CH:9]=[C:4]([N+:1]([O-:3])=[O:2])[CH:5]=2)=[N:11][NH:12][CH:13]=1)#[CH:16], predict the reactants needed to synthesize it. The reactants are: [N+:1]([C:4]1[CH:5]=[C:6]([C:10]2[C:14]([C:15]#[C:16][Si](C)(C)C)=[CH:13][NH:12][N:11]=2)[CH:7]=[CH:8][CH:9]=1)([O-:3])=[O:2].[F-].[K+]. (2) Given the product [Br:1][C:2]1[CH:11]=[C:10]2[C:5]([CH:6]=[CH:7][C:8]([O:28][C@H:29]3[CH2:34][CH2:33][C@@H:32]([C:35]([F:38])([F:37])[F:36])[CH2:31][CH2:30]3)=[C:9]2[C:12]([F:13])([F:14])[F:15])=[CH:4][CH:3]=1, predict the reactants needed to synthesize it. The reactants are: [Br:1][C:2]1[CH:11]=[C:10]2[C:5]([CH:6]=[CH:7][C:8](O[C@H]3CC[C@@H](C)CC3)=[C:9]2[C:12]([F:15])([F:14])[F:13])=[CH:4][CH:3]=1.CS([O:28][C@H:29]1[CH2:34][CH2:33][C@H:32]([C:35]([F:38])([F:37])[F:36])[CH2:31][CH2:30]1)(=O)=O.BrC1C=C2C(C=CC(O)=C2)=CC=1. (3) Given the product [Br:1][C:2]1[CH:10]=[CH:9][CH:8]=[C:7]2[C:3]=1[C:4]([CH3:11])=[CH:5][N:6]2[CH2:20][C:19]1[CH:22]=[CH:23][C:16]([O:15][CH3:14])=[CH:17][CH:18]=1, predict the reactants needed to synthesize it. The reactants are: [Br:1][C:2]1[CH:10]=[CH:9][CH:8]=[C:7]2[C:3]=1[C:4]([CH3:11])=[CH:5][NH:6]2.[H-].[Na+].[CH3:14][O:15][C:16]1[CH:23]=[CH:22][C:19]([CH2:20]Cl)=[CH:18][CH:17]=1. (4) Given the product [NH2:30][CH:26]1[CH2:27][CH2:28][CH2:29][N:24]([C:21]2[N:20]=[CH:19][C:18]([NH:17][C:5]3[C:4]4[C:9](=[CH:10][CH:11]=[C:2]([C:43]5[CH:42]=[C:41]([F:54])[C:40]([OH:55])=[C:39]([Cl:38])[CH:44]=5)[CH:3]=4)[N:8]=[CH:7][C:6]=3[C:12]([CH:14]3[CH2:16][CH2:15]3)=[O:13])=[CH:23][N:22]=2)[CH2:25]1, predict the reactants needed to synthesize it. The reactants are: Br[C:2]1[CH:3]=[C:4]2[C:9](=[CH:10][CH:11]=1)[N:8]=[CH:7][C:6]([C:12]([CH:14]1[CH2:16][CH2:15]1)=[O:13])=[C:5]2[NH:17][C:18]1[CH:19]=[N:20][C:21]([N:24]2[CH2:29][CH2:28][CH2:27][CH:26]([NH:30]C(=O)OC(C)(C)C)[CH2:25]2)=[N:22][CH:23]=1.[Cl:38][C:39]1[CH:44]=[C:43](B2OC(C)(C)C(C)(C)O2)[CH:42]=[C:41]([F:54])[C:40]=1[OH:55]. (5) Given the product [OH:40][CH2:39][CH:32]1[C:33]2[C:38](=[CH:37][CH:36]=[CH:35][CH:34]=2)[N:30]([C:26]([C:22]2[N:23]=[CH:24][N:25]=[C:20]([N:17]3[CH2:16][CH2:15][CH:14]([N:10]4[CH2:9][CH2:8][C:7]5[CH:29]=[C:3]([O:2][CH3:1])[CH:4]=[CH:5][C:6]=5[NH:12][C:11]4=[O:13])[CH2:19][CH2:18]3)[CH:21]=2)=[O:27])[CH2:31]1, predict the reactants needed to synthesize it. The reactants are: [CH3:1][O:2][C:3]1[CH:4]=[CH:5][C:6]2[NH:12][C:11](=[O:13])[N:10]([CH:14]3[CH2:19][CH2:18][N:17]([C:20]4[N:25]=[CH:24][N:23]=[C:22]([C:26](O)=[O:27])[CH:21]=4)[CH2:16][CH2:15]3)[CH2:9][CH2:8][C:7]=2[CH:29]=1.[NH:30]1[C:38]2[C:33](=[CH:34][CH:35]=[CH:36][CH:37]=2)[CH:32]([CH2:39][OH:40])[CH2:31]1.CN(C(ON1N=NC2C=CC=CC1=2)=[N+](C)C)C.[B-](F)(F)(F)F. (6) Given the product [NH2:15][C:7]1[C:3]([C:4]([NH2:6])=[O:5])=[C:2]([Cl:1])[C:10]([O:11][CH3:12])=[C:9]([O:13][CH3:14])[CH:8]=1, predict the reactants needed to synthesize it. The reactants are: [Cl:1][C:2]1[C:10]([O:11][CH3:12])=[C:9]([O:13][CH3:14])[CH:8]=[C:7]([N+:15]([O-])=O)[C:3]=1[C:4]([NH2:6])=[O:5].